Regression. Given two drug SMILES strings and cell line genomic features, predict the synergy score measuring deviation from expected non-interaction effect. From a dataset of NCI-60 drug combinations with 297,098 pairs across 59 cell lines. (1) Drug 1: CC1=C(C(CCC1)(C)C)C=CC(=CC=CC(=CC(=O)O)C)C. Drug 2: C1CN1C2=NC(=NC(=N2)N3CC3)N4CC4. Cell line: UACC62. Synergy scores: CSS=39.2, Synergy_ZIP=-2.46, Synergy_Bliss=-0.899, Synergy_Loewe=-3.71, Synergy_HSA=2.63. (2) Drug 1: C1C(C(OC1N2C=C(C(=O)NC2=O)F)CO)O. Drug 2: CC1=C(C(=CC=C1)Cl)NC(=O)C2=CN=C(S2)NC3=CC(=NC(=N3)C)N4CCN(CC4)CCO. Cell line: U251. Synergy scores: CSS=24.8, Synergy_ZIP=0.126, Synergy_Bliss=6.73, Synergy_Loewe=-5.64, Synergy_HSA=3.53.